Predict the reactants needed to synthesize the given product. From a dataset of Full USPTO retrosynthesis dataset with 1.9M reactions from patents (1976-2016). (1) Given the product [F:1][C:2]1[CH:7]=[CH:6][CH:5]=[CH:4][C:3]=1[C:8]1[CH:13]=[C:12]([CH:14]=[CH:20][N:21]([CH3:23])[CH3:22])[C:11]([N+:15]([O-:17])=[O:16])=[CH:10][N:9]=1, predict the reactants needed to synthesize it. The reactants are: [F:1][C:2]1[CH:7]=[CH:6][CH:5]=[CH:4][C:3]=1[C:8]1[CH:13]=[C:12]([CH3:14])[C:11]([N+:15]([O-:17])=[O:16])=[CH:10][N:9]=1.CO[CH:20](OC)[N:21]([CH3:23])[CH3:22]. (2) Given the product [CH3:56][O:57][CH:58]([O:61][CH3:62])[CH2:59][NH:60][C:16]([C:14]1[N:15]=[C:9]2[CH:8]=[CH:7][C:6]3[C:5]([C:19]([F:21])([F:22])[F:20])=[CH:4][C:3]([C:2]([F:24])([F:1])[F:23])=[N:12][C:11]=3[N:10]2[CH:13]=1)=[O:17], predict the reactants needed to synthesize it. The reactants are: [F:1][C:2]([F:24])([F:23])[C:3]1[CH:4]=[C:5]([C:19]([F:22])([F:21])[F:20])[C:6]2[CH:7]=[CH:8][C:9]3[N:10]([CH:13]=[C:14]([C:16](O)=[O:17])[N:15]=3)[C:11]=2[N:12]=1.CCN(C(C)C)C(C)C.CN(C(ON1N=NC2C=CC=CC1=2)=[N+](C)C)C.[B-](F)(F)(F)F.[CH3:56][O:57][CH:58]([O:61][CH3:62])[CH2:59][NH2:60]. (3) Given the product [ClH:3].[ClH:3].[ClH:3].[Cl:3][C:4]1[CH:29]=[CH:28][C:7]2[N:8]3[C:12]([CH2:13][N:14]([CH3:30])[CH2:15][C:6]=2[CH:5]=1)=[N:11][N:10]=[C:9]3[CH:16]1[CH2:17][CH2:18][N:19]([C:22]2[CH:27]=[CH:26][CH:25]=[CH:24][N:23]=2)[CH2:20][CH2:21]1, predict the reactants needed to synthesize it. The reactants are: C=O.[Cl:3][C:4]1[CH:29]=[CH:28][C:7]2[N:8]3[C:12]([CH2:13][NH:14][CH2:15][C:6]=2[CH:5]=1)=[N:11][N:10]=[C:9]3[CH:16]1[CH2:21][CH2:20][N:19]([C:22]2[CH:27]=[CH:26][CH:25]=[CH:24][N:23]=2)[CH2:18][CH2:17]1.[C:30](O[BH-](OC(=O)C)OC(=O)C)(=O)C.[Na+]. (4) Given the product [C:15]([C:2]1[C:11]2[O:10][CH:9]([CH2:12][NH2:13])[CH2:8][NH:7][C:6]=2[CH:5]=[CH:4][CH:3]=1)#[N:14], predict the reactants needed to synthesize it. The reactants are: F[C:2]1[C:11]2[O:10][CH:9]([CH2:12][NH2:13])[CH2:8][NH:7][C:6]=2[CH:5]=[CH:4][CH:3]=1.[NH2:14][C:15]1C=CC=C(C#N)C=1O. (5) Given the product [Cl:23][C:21]1[S:20][C:18]2[NH:19][C:15]([C:13]([NH:12][C@@H:4]3[CH2:5][C:6]4[C:7](=[CH:8][CH:9]=[CH:10][CH:11]=4)[C@H:54]3[N:52]([C:50]([C@H:49]3[CH2:44][O:45][C:46]([CH3:48])([CH3:34])[O:47]3)=[O:51])[CH2:25][CH2:26][O:27][CH:28]3[CH2:33][CH2:32][CH2:31][CH2:30][O:29]3)=[O:14])=[CH:16][C:17]=2[CH:22]=1, predict the reactants needed to synthesize it. The reactants are: Cl.N[C@@H]1[C:11]2[C:6](=[CH:7][CH:8]=[CH:9][CH:10]=2)[CH2:5][C@H:4]1[NH:12][C:13]([C:15]1[NH:19][C:18]2[S:20][C:21]([Cl:23])=[CH:22][C:17]=2[CH:16]=1)=[O:14].I[CH2:25][CH2:26][O:27][CH:28]1[CH2:33][CH2:32][CH2:31][CH2:30][O:29]1.[CH3:34]CN(C(C)C)C(C)C.C[CH2:44][O:45][C:46]([CH3:48])=[O:47].[CH3:49][C:50]([N:52]([CH3:54])C)=[O:51]. (6) Given the product [Cl:1][C:2]1[C:3]2[N:10]([CH2:12][CH2:13][S:14][CH3:15])[CH:9]=[CH:8][C:4]=2[N:5]=[CH:6][N:7]=1, predict the reactants needed to synthesize it. The reactants are: [Cl:1][C:2]1[C:3]2[NH:10][CH:9]=[CH:8][C:4]=2[N:5]=[CH:6][N:7]=1.Cl[CH2:12][CH2:13][S:14][CH3:15].C(=O)([O-])[O-].[Cs+].[Cs+].CN(C)C=O. (7) Given the product [F:21][C:4]1[CH:3]=[C:2]([C:26]2[CH:25]=[N:24][N:23]([CH3:22])[CH:27]=2)[CH:20]=[CH:19][C:5]=1[CH2:6][N:7]1[C:15]2[C:10](=[CH:11][CH:12]=[CH:13][CH:14]=2)[C:9]([C:16]([OH:18])=[O:17])=[CH:8]1, predict the reactants needed to synthesize it. The reactants are: Br[C:2]1[CH:20]=[CH:19][C:5]([CH2:6][N:7]2[C:15]3[C:10](=[CH:11][CH:12]=[CH:13][CH:14]=3)[C:9]([C:16]([OH:18])=[O:17])=[CH:8]2)=[C:4]([F:21])[CH:3]=1.[CH3:22][N:23]1[CH:27]=[C:26](B2OC(C)(C)C(C)(C)O2)[CH:25]=[N:24]1.C(=O)([O-])[O-].[Cs+].[Cs+].Cl.